This data is from Full USPTO retrosynthesis dataset with 1.9M reactions from patents (1976-2016). The task is: Predict the reactants needed to synthesize the given product. (1) The reactants are: [NH2:1][N:2]1[C:7]([CH3:8])=[CH:6][C:5]([CH3:9])=[C:4]([C:10]#[N:11])[C:3]1=[O:12].[CH3:13][N:14]([CH:16](OC)OC)[CH3:15].[CH3:21]N(C=O)C. Given the product [CH3:13][N:14]([CH3:16])/[CH:15]=[CH:9]/[C:5]1[CH:6]=[C:7]2[CH:8]=[CH:21][NH:1][N:2]2[C:3](=[O:12])[C:4]=1[C:10]#[N:11], predict the reactants needed to synthesize it. (2) Given the product [CH3:11][C:10]1[C:5]([C:3]2[N:4]=[C:22]([C:12]3[C:21]4[C:16](=[CH:17][CH:18]=[CH:19][CH:20]=4)[CH:15]=[CH:14][CH:13]=3)[O:1][N:2]=2)=[N:6][CH:7]=[CH:8][CH:9]=1, predict the reactants needed to synthesize it. The reactants are: [OH:1][NH:2][C:3]([C:5]1[C:10]([CH3:11])=[CH:9][CH:8]=[CH:7][N:6]=1)=[NH:4].[C:12]1([C:22](O)=O)[C:21]2[C:16](=[CH:17][CH:18]=[CH:19][CH:20]=2)[CH:15]=[CH:14][CH:13]=1. (3) Given the product [C:38]([C:37]1[CH:40]=[C:33]([C:31]2[O:32][C:28]([C:8]3[CH:7]=[CH:6][C:5]([O:18][CH2:19][CH2:20][CH2:21][C:22]([O:24][CH2:25][CH3:26])=[O:23])=[CH:4][C:3]=3[CH2:1][CH3:2])=[N:29][N:30]=2)[CH:34]=[CH:35][C:36]=1[O:41][CH:42]([CH3:44])[CH3:43])#[N:39], predict the reactants needed to synthesize it. The reactants are: [CH2:1]([C:3]1[CH:4]=[C:5]([O:18][CH2:19][CH2:20][CH2:21][C:22]([O:24][CH2:25][CH3:26])=[O:23])[CH:6]=[CH:7][C:8]=1B1OC(C)(C)C(C)(C)O1)[CH3:2].Br[C:28]1[O:32][C:31]([C:33]2[CH:34]=[CH:35][C:36]([O:41][CH:42]([CH3:44])[CH3:43])=[C:37]([CH:40]=2)[C:38]#[N:39])=[N:30][N:29]=1.P([O-])([O-])([O-])=O.[K+].[K+].[K+]. (4) Given the product [Br:1][C:2]1[NH:3][C:4]2[CH2:5][CH2:6][CH2:7][C:8](=[N:13][OH:14])[C:9]=2[CH:10]=1, predict the reactants needed to synthesize it. The reactants are: [Br:1][C:2]1[NH:3][C:4]2[CH2:5][CH2:6][CH2:7][C:8](=O)[C:9]=2[CH:10]=1.Cl.[NH2:13][OH:14].C([O-])(=O)C.[Na+]. (5) Given the product [CH3:1][N:2]1[C:6]([CH3:13])([CH:7]2[CH2:11][CH2:10][CH2:9][CH:8]2[CH3:12])[C:5](=[O:14])[N:4]([CH2:17][C:18](=[O:19])[C:20]2[NH:21][CH:22]=[CH:23][CH:24]=2)[C:3]1=[O:15], predict the reactants needed to synthesize it. The reactants are: [CH3:1][N:2]1[C:6]([CH3:13])([CH:7]2[CH2:11][CH2:10][CH2:9][CH:8]2[CH3:12])[C:5](=[O:14])[NH:4][C:3]1=[O:15].Br[CH2:17][C:18]([C:20]1[NH:21][CH:22]=[CH:23][CH:24]=1)=[O:19]. (6) Given the product [CH3:1][O:2][C:3]1[CH:4]=[C:5]2[C:9](=[CH:10][C:11]=1[NH2:12])[N:8]([S:15]([C:18]1[CH:23]=[CH:22][C:21]([CH3:24])=[CH:20][CH:19]=1)(=[O:16])=[O:17])[CH2:7][CH2:6]2, predict the reactants needed to synthesize it. The reactants are: [CH3:1][O:2][C:3]1[CH:4]=[C:5]2[C:9](=[CH:10][C:11]=1[N+:12]([O-])=O)[N:8]([S:15]([C:18]1[CH:23]=[CH:22][C:21]([CH3:24])=[CH:20][CH:19]=1)(=[O:17])=[O:16])[CH2:7][CH2:6]2.[BH4-].[Na+]. (7) Given the product [CH3:1][C:2]1[CH:7]=[CH:6][N:5]=[C:4]2[NH:8][C:20]([C:14]3[CH:19]=[CH:18][CH:17]=[CH:16][CH:15]=3)=[N:9][C:3]=12, predict the reactants needed to synthesize it. The reactants are: [CH3:1][C:2]1[CH:7]=[CH:6][N:5]=[C:4]([NH2:8])[C:3]=1[N+:9]([O-])=O.[H][H].[C:14]1([C:20](OC)(OC)OC)[CH:19]=[CH:18][CH:17]=[CH:16][CH:15]=1.CC1C=CC(S(O)(=O)=O)=CC=1.C([O-])(O)=O.[Na+]. (8) Given the product [C:1]([N:3]=[C:4]([NH:5][C:6]1[CH:7]=[N:8][CH:9]=[CH:10][CH:11]=1)[NH:30][CH2:29][C:26]1[CH:25]=[CH:24][C:23]([S:20]([C:14]2[CH:15]=[CH:16][CH:17]=[CH:18][CH:19]=2)(=[O:22])=[O:21])=[CH:28][CH:27]=1)#[N:2], predict the reactants needed to synthesize it. The reactants are: [C:1]([N:3]=[C:4](SC)[NH:5][C:6]1[CH:7]=[N:8][CH:9]=[CH:10][CH:11]=1)#[N:2].[C:14]1([S:20]([C:23]2[CH:28]=[CH:27][C:26]([CH2:29][NH2:30])=[CH:25][CH:24]=2)(=[O:22])=[O:21])[CH:19]=[CH:18][CH:17]=[CH:16][CH:15]=1.